Dataset: Forward reaction prediction with 1.9M reactions from USPTO patents (1976-2016). Task: Predict the product of the given reaction. Given the reactants C([Li])CCC.C([Mg]Br)(C)C.Br[C:12]1[CH:13]=[C:14]([CH3:20])[C:15]([F:19])=[C:16]([CH3:18])[CH:17]=1.[Br:21][C:22]1[CH:23]=[C:24]([C:28]([C:36]2[C:37]([C:42]#[N:43])=[N:38][CH:39]=[CH:40][CH:41]=2)=[N:29]S(C(C)(C)C)=O)[CH:25]=[CH:26][CH:27]=1.Cl, predict the reaction product. The product is: [Br:21][C:22]1[CH:23]=[C:24]([C:28]2([C:12]3[CH:13]=[C:14]([CH3:20])[C:15]([F:19])=[C:16]([CH3:18])[CH:17]=3)[C:36]3[C:37](=[N:38][CH:39]=[CH:40][CH:41]=3)[C:42]([NH2:43])=[N:29]2)[CH:25]=[CH:26][CH:27]=1.